This data is from Experimentally validated miRNA-target interactions with 360,000+ pairs, plus equal number of negative samples. The task is: Binary Classification. Given a miRNA mature sequence and a target amino acid sequence, predict their likelihood of interaction. (1) Result: 0 (no interaction). The miRNA is hsa-miR-942-3p with sequence CACAUGGCCGAAACAGAGAAGU. The protein sequence of the target gene is MTQKTTLVLLALAVITIFALVCVLLAGRSGDGGGLSQPLHCPSVLPSVQPRTHPSQSQPFADLSPEELTAVMSFLTKHLGPGLVDAAQARPSDNCVFSVELQLPAKAAALAHLDRGGPPPVREALAIIFFGGQPKPNVSELVVGPLPHPSYMRDVTVERHGGPLPYYRRPVLDREYQDIEEMIFHRELPQASGLLHHCCFYKHQGQNLLTMTTAPRGLQSGDRATWFGLYYNLSGAGFYPHPIGLELLIDHKALDPALWTIQKVFYQGRYYESLTQLEDQFEAGLVNVVLVPNNGTGGSW.... (2) The miRNA is hsa-miR-3064-3p with sequence UUGCCACACUGCAACACCUUACA. The protein sequence of the target gene is MQGEDARYLKRKVKGGNIDVHPSEKALIVQYEVEATILGEMGDPMLGERKECQKIIRLKSLNANTDITSLARKVVEECKLIHPSKLSEVEQLLYYLQNRRDSLPGKEKKEKSSKPKDPPPFEGMEIDEVANINDMDEYIELLYEDIPDKVRGSALILQLARNPDNLEELLLNETALGALARVLREDWKQSVELATNIIYIFFCFSSFSHFHGLITHYKIGALCMNIIDHELKRHELWQEELSKKKKAVDEDLENQTLRKDYDKTFKKYQGLVVKQEQLLRVALYLLLNLAEDTRTELKMR.... Result: 0 (no interaction). (3) The miRNA is hsa-miR-548d-5p with sequence AAAAGUAAUUGUGGUUUUUGCC. The protein sequence of the target gene is MFLTEDLITFNLRNFLLFQLWESSFSPGAGGFCTTLPPSFLRVDDRATSSTTDSSRAPSSPRPPGSTSHCGISTRCTERCLCVLPLRTSQVPDVMAPQHDQEKFHDLAYSCLGKSFSMSNQDLYGYSTSSLALGLAWLSWETKKKNVLHLVGLDSL. Result: 0 (no interaction). (4) The miRNA is ath-miR396a-5p with sequence UUCCACAGCUUUCUUGAACUG. The protein sequence of the target gene is MPKKFQGENTKSAAARARRAEAKAAADAKKQKELEDAYWKDDDKHVMRKEQRKEEKEKRRLDQLERKKETQRLLEEEDSKLKGGKAPRVATSSKVTRAQIEDTLRRDHQLREAPDTAEKAKSHLEVPLEENVNRRVLEEGSVEARTIEDAIAVLSVAEEAADRHPERRMRAAFTAFEEAQLPRLKQENPNMRLSQLKQLLKKEWLRSPDNPMNQRAVPFNAPK. Result: 0 (no interaction). (5) The miRNA is hsa-miR-548ae-5p with sequence AAAAGUAAUUGUGGUUUUUG. The protein sequence of the target gene is MASELGARDDGGCTELAKPLYLQYLERALRLDHFLRQTSAIFNRNISSDDSEDGLDDSNPLLPQSGDPLIQVKEEPPNSLLGETSGAGSSGMLNTYSLNGVLQSESKCDKGNLYNFSKLKKSRKWLKSILLSDESSEADSQSEDDDEEELNLSREELHNMLRLHKYKKLHQNKYSKDKELQQYQYYSAGLLSTYDPFYEQQRHLLGPKKKKFKEEKKLKAKLKKVKKKRRRDEELSSEESPRRHHHQTKVFAKFSHDAPPPGTKKKHLSIEQLNARRRKVWLSIVKKELPKANKQKASAR.... Result: 0 (no interaction). (6) The miRNA is mmu-miR-29c-3p with sequence UAGCACCAUUUGAAAUCGGUUA. The protein sequence of the target gene is MDFPGHFEQIFQQLNYQRLHGQLCDCVIVVGNRHFKAHRSVLAACSTHFRALFSVAEGDQTMNMIQLDSEVVTAEAFAALIDMMYTSTLMLGESNVMDVLLAASHLHLNSVVKACKHYLTTRTLPMSPSSERAQEQSARMQRSFMLQQLGLSIVSSALSSSQSAEEPTAPMSSSMRSSLDQRTPFPMRRLHKRKQSVEERARQRLRSSMEESAISDVTPESGPAGVHSREEFFSPDSLKIVDNPKPDGMADNQEDGAMMFDRPFGAQEDAQVPSQSDGSAGNMASRATQVETSFEQEAVA.... Result: 1 (interaction).